The task is: Predict the product of the given reaction.. This data is from Forward reaction prediction with 1.9M reactions from USPTO patents (1976-2016). (1) Given the reactants [N:1]1[N:5]2[C:6]3[CH2:13][CH2:12][N:11]([C:14]4[CH:15]=[C:16]([CH:18]=[CH:19][CH:20]=4)[NH2:17])[CH2:10][C:7]=3[CH:8]=[N:9][C:4]2=[CH:3][CH:2]=1.C(N(CC)C(C)C)(C)C.[C:30](Cl)(=[O:37])[C:31]1[CH:36]=[CH:35][CH:34]=[CH:33][CH:32]=1, predict the reaction product. The product is: [N:1]1[N:5]2[C:6]3[CH2:13][CH2:12][N:11]([C:14]4[CH:15]=[C:16]([NH:17][C:30](=[O:37])[C:31]5[CH:36]=[CH:35][CH:34]=[CH:33][CH:32]=5)[CH:18]=[CH:19][CH:20]=4)[CH2:10][C:7]=3[CH:8]=[N:9][C:4]2=[CH:3][CH:2]=1. (2) Given the reactants [Cl:1][C:2]1[CH:3]=[CH:4][C:5]([O:25][CH2:26][CH:27]([CH3:29])[CH3:28])=[C:6]([C:8]2[CH:13]=[CH:12][CH:11]=[CH:10][C:9]=2[C:14]2[N:19]=[C:18]([C:20]([O:22]CC)=[O:21])[CH:17]=[CH:16][CH:15]=2)[CH:7]=1.[OH-].[Na+:31], predict the reaction product. The product is: [Cl:1][C:2]1[CH:3]=[CH:4][C:5]([O:25][CH2:26][CH:27]([CH3:29])[CH3:28])=[C:6]([C:8]2[CH:13]=[CH:12][CH:11]=[CH:10][C:9]=2[C:14]2[N:19]=[C:18]([C:20]([O-:22])=[O:21])[CH:17]=[CH:16][CH:15]=2)[CH:7]=1.[Na+:31]. (3) Given the reactants [NH:1]1[C:10]2[CH2:9][CH2:8][CH2:7][CH2:6][C:5]=2[CH:4]=[CH:3][C:2]1=[O:11].[CH2:12](I)[CH3:13], predict the reaction product. The product is: [CH2:12]([O:11][C:2]1[CH:3]=[CH:4][C:5]2[CH2:6][CH2:7][CH2:8][CH2:9][C:10]=2[N:1]=1)[CH3:13]. (4) Given the reactants Cl[C:2]1[CH:3]=[C:4]([C@H:8]([O:22][CH2:23][CH2:24][NH:25][C:26]([O:28][CH3:29])=[O:27])[C@@H:9]2[CH2:14][CH2:13][CH2:12][N:11]([C:15]([O:17][C:18]([CH3:21])([CH3:20])[CH3:19])=[O:16])[CH2:10]2)[CH:5]=[CH:6][CH:7]=1.[H][H], predict the reaction product. The product is: [CH3:29][O:28][C:26]([NH:25][CH2:24][CH2:23][O:22][C@@H:8]([C:4]1[CH:5]=[CH:6][CH:7]=[CH:2][CH:3]=1)[C@@H:9]1[CH2:14][CH2:13][CH2:12][N:11]([C:15]([O:17][C:18]([CH3:21])([CH3:19])[CH3:20])=[O:16])[CH2:10]1)=[O:27]. (5) Given the reactants [O:1]1[CH2:5][C:4](=O)[N:3]=[C-:2]1.[H-].[Na+].[CH2:9]([O:11][C:12](=[O:30])[CH2:13][C:14]1[CH:19]=[CH:18][CH:17]=[C:16]([O:20][C:21]2[CH:26]=[CH:25][C:24]([F:27])=[CH:23][C:22]=2[CH2:28]Br)[CH:15]=1)[CH3:10].[O:31]1CCOCC1, predict the reaction product. The product is: [CH2:9]([O:11][C:12](=[O:30])[CH2:13][C:14]1[CH:19]=[CH:18][CH:17]=[C:16]([O:20][C:21]2[CH:26]=[CH:25][C:24]([F:27])=[CH:23][C:22]=2[CH2:28][N:3]2[CH2:4][CH2:5][O:1][C:2]2=[O:31])[CH:15]=1)[CH3:10]. (6) Given the reactants Cl[C:2]1([C:19]2[CH:24]=[CH:23][CH:22]=[C:21]([O:25][CH3:26])[CH:20]=2)[CH:7]2[CH2:8][CH2:9][CH:3]1[CH2:4][N:5]([CH2:10][C:11]1[CH:16]=[CH:15][C:14]([O:17][CH3:18])=[CH:13][CH:12]=1)[CH2:6]2.C(O)(C)(C)C.[Na].CO, predict the reaction product. The product is: [CH3:18][O:17][C:14]1[CH:13]=[CH:12][C:11]([CH2:10][N:5]2[CH2:4][CH:3]3[CH:2]([C:19]4[CH:24]=[CH:23][CH:22]=[C:21]([O:25][CH3:26])[CH:20]=4)[CH:7]([CH2:8][CH2:9]3)[CH2:6]2)=[CH:16][CH:15]=1. (7) Given the reactants [F:1][C:2]([F:21])([F:20])[C:3]1[CH:4]=[N:5][C:6]2[CH2:7][CH2:8][N:9]([C:13]([O:15][C:16]([CH3:19])([CH3:18])[CH3:17])=[O:14])[CH2:10][C:11]=2[CH:12]=1.I([O-])(=O)(=O)=[O:23].[Na+], predict the reaction product. The product is: [O:23]=[C:10]1[N:9]([C:13]([O:15][C:16]([CH3:17])([CH3:18])[CH3:19])=[O:14])[CH2:8][CH2:7][C:6]2[N:5]=[CH:4][C:3]([C:2]([F:20])([F:1])[F:21])=[CH:12][C:11]1=2. (8) Given the reactants [F:1][C:2]1[CH:3]=[C:4]([C@:15]([NH:48][S@@](C(C)(C)C)=O)([C:41]2[CH:46]=[CH:45][C:44]([F:47])=[CH:43][CH:42]=2)[CH2:16][C:17]2[N:18]=[N:19][N:20]([C:22](C3C=CC=CC=3)(C3C=CC=CC=3)C3C=CC=CC=3)[N:21]=2)[CH:5]=[C:6]([O:8][C:9]([F:14])([F:13])[CH:10]([F:12])[F:11])[CH:7]=1.Cl, predict the reaction product. The product is: [F:1][C:2]1[CH:3]=[C:4]([C@@:15]([C:41]2[CH:42]=[CH:43][C:44]([F:47])=[CH:45][CH:46]=2)([NH2:48])[CH2:16][C:17]2[N:18]=[N:19][N:20]([CH3:22])[N:21]=2)[CH:5]=[C:6]([O:8][C:9]([F:14])([F:13])[CH:10]([F:11])[F:12])[CH:7]=1. (9) Given the reactants [OH:1][C:2]1[CH:7]=[CH:6][C:5]([C:8]2[CH:13]=[CH:12][C:11]([C:14]([O:16][CH2:17][CH3:18])=[O:15])=[CH:10][CH:9]=2)=[CH:4][CH:3]=1.CC1C=CC(S(O[CH2:30][CH2:31][O:32][CH2:33][C:34]([O:36][C:37]([CH3:40])([CH3:39])[CH3:38])=[O:35])(=O)=O)=CC=1.C(=O)([O-])[O-].[K+].[K+], predict the reaction product. The product is: [C:37]([O:36][C:34](=[O:35])[CH2:33][O:32][CH2:31][CH2:30][O:1][C:2]1[CH:3]=[CH:4][C:5]([C:8]2[CH:13]=[CH:12][C:11]([C:14]([O:16][CH2:17][CH3:18])=[O:15])=[CH:10][CH:9]=2)=[CH:6][CH:7]=1)([CH3:40])([CH3:39])[CH3:38]. (10) Given the reactants [CH3:1][O:2][C:3]([C:5]1[C:6](=[O:16])[O:7][C:8]2[C:13]([CH:14]=1)=[CH:12][CH:11]=[C:10]([OH:15])[CH:9]=2)=[O:4].C(=O)([O-])[O-].[K+].[K+], predict the reaction product. The product is: [CH3:1][O:2][C:3]([C:5]1[C:6](=[O:16])[O:7][C:8]2[CH:9]=[C:10]([O:15][CH2:14][C:13]3[CH:8]=[CH:9][CH:10]=[CH:11][CH:12]=3)[CH:11]=[CH:12][C:13]=2[CH:14]=1)=[O:4].